This data is from NCI-60 drug combinations with 297,098 pairs across 59 cell lines. The task is: Regression. Given two drug SMILES strings and cell line genomic features, predict the synergy score measuring deviation from expected non-interaction effect. (1) Drug 1: CC1=C(C=C(C=C1)NC(=O)C2=CC=C(C=C2)CN3CCN(CC3)C)NC4=NC=CC(=N4)C5=CN=CC=C5. Drug 2: C1=NNC2=C1C(=O)NC=N2. Cell line: SNB-75. Synergy scores: CSS=-1.12, Synergy_ZIP=1.13, Synergy_Bliss=0.677, Synergy_Loewe=-1.65, Synergy_HSA=-1.56. (2) Drug 1: CC12CCC(CC1=CCC3C2CCC4(C3CC=C4C5=CN=CC=C5)C)O. Drug 2: CC1=C(C(=O)C2=C(C1=O)N3CC4C(C3(C2COC(=O)N)OC)N4)N. Cell line: HCC-2998. Synergy scores: CSS=14.3, Synergy_ZIP=-4.53, Synergy_Bliss=-7.23, Synergy_Loewe=-15.4, Synergy_HSA=-6.53. (3) Drug 2: CN(CCCl)CCCl.Cl. Synergy scores: CSS=66.9, Synergy_ZIP=3.50, Synergy_Bliss=3.31, Synergy_Loewe=-12.0, Synergy_HSA=0.680. Drug 1: CC=C1C(=O)NC(C(=O)OC2CC(=O)NC(C(=O)NC(CSSCCC=C2)C(=O)N1)C(C)C)C(C)C. Cell line: COLO 205. (4) Drug 1: CN1CCC(CC1)COC2=C(C=C3C(=C2)N=CN=C3NC4=C(C=C(C=C4)Br)F)OC. Drug 2: C1CC(=O)NC(=O)C1N2CC3=C(C2=O)C=CC=C3N. Cell line: HCT116. Synergy scores: CSS=-4.88, Synergy_ZIP=-0.178, Synergy_Bliss=-3.63, Synergy_Loewe=-4.15, Synergy_HSA=-4.12. (5) Drug 1: COC1=C(C=C2C(=C1)N=CN=C2NC3=CC(=C(C=C3)F)Cl)OCCCN4CCOCC4. Drug 2: CCN(CC)CCNC(=O)C1=C(NC(=C1C)C=C2C3=C(C=CC(=C3)F)NC2=O)C. Cell line: IGROV1. Synergy scores: CSS=41.3, Synergy_ZIP=-1.59, Synergy_Bliss=-3.14, Synergy_Loewe=-9.14, Synergy_HSA=-2.87. (6) Drug 1: C1=NC2=C(N=C(N=C2N1C3C(C(C(O3)CO)O)O)F)N. Drug 2: CNC(=O)C1=NC=CC(=C1)OC2=CC=C(C=C2)NC(=O)NC3=CC(=C(C=C3)Cl)C(F)(F)F. Cell line: 786-0. Synergy scores: CSS=-0.306, Synergy_ZIP=0.434, Synergy_Bliss=-0.000498, Synergy_Loewe=-6.35, Synergy_HSA=-3.62. (7) Drug 1: CC1C(C(CC(O1)OC2CC(OC(C2O)C)OC3=CC4=CC5=C(C(=O)C(C(C5)C(C(=O)C(C(C)O)O)OC)OC6CC(C(C(O6)C)O)OC7CC(C(C(O7)C)O)OC8CC(C(C(O8)C)O)(C)O)C(=C4C(=C3C)O)O)O)O. Drug 2: CN(CC1=CN=C2C(=N1)C(=NC(=N2)N)N)C3=CC=C(C=C3)C(=O)NC(CCC(=O)O)C(=O)O. Cell line: MALME-3M. Synergy scores: CSS=37.5, Synergy_ZIP=1.94, Synergy_Bliss=3.65, Synergy_Loewe=-2.67, Synergy_HSA=-2.31.